This data is from Forward reaction prediction with 1.9M reactions from USPTO patents (1976-2016). The task is: Predict the product of the given reaction. (1) Given the reactants [F:1][C:2]1[CH:11]=[CH:10][CH:9]=[CH:8][C:3]=1[C:4](=[N:6][OH:7])Cl.[CH3:12][O:13][C:14](=[O:18])[C:15]#[C:16][CH3:17].CCN(CC)CC, predict the reaction product. The product is: [CH3:12][O:13][C:14]([C:15]1[C:4]([C:3]2[CH:8]=[CH:9][CH:10]=[CH:11][C:2]=2[F:1])=[N:6][O:7][C:16]=1[CH3:17])=[O:18]. (2) The product is: [OH:61][C:54]1[C:53]([CH2:52][NH:51][C:4](=[O:6])[C:3]2[CH:7]=[CH:8][C:9]([C@@H:11]([O:13][C:14]3[CH:19]=[CH:18][CH:17]=[CH:16][CH:15]=3)[CH3:12])=[CH:10][C:2]=2[CH3:1])=[C:58]([CH3:59])[CH:57]=[C:56]([CH3:60])[N:55]=1. Given the reactants [CH3:1][C:2]1[CH:10]=[C:9]([C@@H:11]([O:13][C:14]2[CH:19]=[CH:18][CH:17]=[CH:16][CH:15]=2)[CH3:12])[CH:8]=[CH:7][C:3]=1[C:4]([OH:6])=O.F[P-](F)(F)(F)(F)F.N1(OC(N(C)C)=[N+](C)C)C2N=CC=CC=2N=N1.C(N(CC)CC)C.[NH2:51][CH2:52][C:53]1[C:54]([OH:61])=[N:55][C:56]([CH3:60])=[CH:57][C:58]=1[CH3:59], predict the reaction product. (3) Given the reactants [Cl:1][C:2]1[C:3]([F:28])=[C:4]([CH:8]2[C:12]([C:15]3[CH:20]=[CH:19][C:18]([Cl:21])=[CH:17][C:16]=3[F:22])([C:13]#[N:14])[CH:11]([CH2:23][C:24]([CH3:27])([CH3:26])[CH3:25])[CH2:10][NH:9]2)[CH:5]=[CH:6][CH:7]=1.[CH3:29][O:30][C:31](=[O:41])[C:32]1[CH:37]=[CH:36][C:35]([C:38](Cl)=[O:39])=[CH:34][CH:33]=1.CCN(C(C)C)C(C)C, predict the reaction product. The product is: [CH3:29][O:30][C:31](=[O:41])[C:32]1[CH:37]=[CH:36][C:35]([C:38]([N:9]2[CH2:10][C@@H:11]([CH2:23][C:24]([CH3:25])([CH3:27])[CH3:26])[C@@:12]([C:15]3[CH:20]=[CH:19][C:18]([Cl:21])=[CH:17][C:16]=3[F:22])([C:13]#[N:14])[C@H:8]2[C:4]2[CH:5]=[CH:6][CH:7]=[C:2]([Cl:1])[C:3]=2[F:28])=[O:39])=[CH:34][CH:33]=1. (4) Given the reactants [Br:1][C:2]1[CH:7]=[CH:6][C:5]([OH:8])=C[C:3]=1CC#N.[OH-:12].[K+].Cl.[CH3:15][C:16]([OH:19])(C)[CH3:17], predict the reaction product. The product is: [Br:1][C:2]1[CH:3]=[CH:17][C:16]([OH:19])=[CH:15][C:7]=1[CH2:6][C:5]([OH:8])=[O:12].